This data is from Blood-brain barrier penetration binary classification data from Martins et al.. The task is: Regression/Classification. Given a drug SMILES string, predict its absorption, distribution, metabolism, or excretion properties. Task type varies by dataset: regression for continuous measurements (e.g., permeability, clearance, half-life) or binary classification for categorical outcomes (e.g., BBB penetration, CYP inhibition). Dataset: bbb_martins. (1) The result is 1 (penetrates BBB). The compound is C[C@@H]1C[C@H]2[C@@H]3CCC4=CC(=O)C=C[C@]4(C)[C@@]3(F)[C@@H](O)C[C@]2(C)[C@H]1C(=O)CO. (2) The drug is NC(=O)CN1CCCC1=O. The result is 1 (penetrates BBB). (3) The compound is CN1C(CC(=O)c2ccccc2)CCCC1CC(O)c1ccccc1. The result is 1 (penetrates BBB). (4) The molecule is O=NN(CCCl)C(=O)NCCCl. The result is 1 (penetrates BBB). (5) The molecule is CCOC(N)=O. The result is 1 (penetrates BBB). (6) The drug is COC1CCCC2C1=C(C(=O)[O-])N1C(=O)C(C(C)O)C21. The result is 0 (does not penetrate BBB). (7) The compound is CO/N=C(/C(=O)N[C@@H]1C(=O)N2C(C(=O)O)=C(CSc3nc(C)c(CC(=O)O)s3)CS[C@H]12)c1csc(N)n1. The result is 0 (does not penetrate BBB).